From a dataset of Peptide-MHC class I binding affinity with 185,985 pairs from IEDB/IMGT. Regression. Given a peptide amino acid sequence and an MHC pseudo amino acid sequence, predict their binding affinity value. This is MHC class I binding data. (1) The peptide sequence is IRMEFQSVF. The MHC is HLA-B27:05 with pseudo-sequence HLA-B27:05. The binding affinity (normalized) is 0.714. (2) The peptide sequence is RVYVGNVAW. The MHC is HLA-A32:01 with pseudo-sequence HLA-A32:01. The binding affinity (normalized) is 0.992. (3) The peptide sequence is YLAPSYRNF. The MHC is HLA-C08:02 with pseudo-sequence YYAGYREKYRQTDVSNLYLRYNFYTWAERAYTWY. The binding affinity (normalized) is 0.0847. (4) The peptide sequence is FRNQVKIRR. The MHC is HLA-A24:02 with pseudo-sequence HLA-A24:02. The binding affinity (normalized) is 0.0847.